This data is from Catalyst prediction with 721,799 reactions and 888 catalyst types from USPTO. The task is: Predict which catalyst facilitates the given reaction. (1) Reactant: [C:1]([CH2:3][NH:4][CH2:5][C:6]1[CH:11]=[CH:10][C:9]([C:12]([N:14]2[CH2:19][CH2:18][CH2:17][C@@H:16]([C:20]([C:30]3[CH:35]=[CH:34][CH:33]=[C:32]([F:36])[C:31]=3[C:37]3[CH:42]=[CH:41][CH:40]=[C:39]([CH3:43])[CH:38]=3)([OH:29])[CH2:21][CH2:22][CH2:23][NH:24][C:25](=[O:28])[O:26][CH3:27])[CH2:15]2)=[O:13])=[CH:8][CH:7]=1)#[N:2].C(=O)([O-])[O-].[K+].[K+].[C:50](O[C:50]([O:52][C:53]([CH3:56])([CH3:55])[CH3:54])=[O:51])([O:52][C:53]([CH3:56])([CH3:55])[CH3:54])=[O:51]. Product: [C:1]([CH2:3][N:4]([CH2:5][C:6]1[CH:11]=[CH:10][C:9]([C:12]([N:14]2[CH2:19][CH2:18][CH2:17][C@@H:16]([C:20]([C:30]3[CH:35]=[CH:34][CH:33]=[C:32]([F:36])[C:31]=3[C:37]3[CH:42]=[CH:41][CH:40]=[C:39]([CH3:43])[CH:38]=3)([OH:29])[CH2:21][CH2:22][CH2:23][NH:24][C:25]([O:26][CH3:27])=[O:28])[CH2:15]2)=[O:13])=[CH:8][CH:7]=1)[C:50](=[O:51])[O:52][C:53]([CH3:56])([CH3:55])[CH3:54])#[N:2]. The catalyst class is: 95. (2) Reactant: Br[C:2]1[CH:3]=[C:4]([CH2:7][N:8]([CH3:16])[C:9](=[O:15])[O:10][C:11]([CH3:14])([CH3:13])[CH3:12])[S:5][CH:6]=1.[SH:17][CH2:18][CH2:19][C:20]([O:22][CH2:23][CH:24]([CH2:29][CH3:30])[CH2:25][CH2:26][CH2:27][CH3:28])=[O:21].C(N(C(C)C)C(C)C)C.O. Product: [C:11]([O:10][C:9]([N:8]([CH2:7][C:4]1[S:5][CH:6]=[C:2]([S:17][CH2:18][CH2:19][C:20]([O:22][CH2:23][CH:24]([CH2:29][CH3:30])[CH2:25][CH2:26][CH2:27][CH3:28])=[O:21])[CH:3]=1)[CH3:16])=[O:15])([CH3:14])([CH3:13])[CH3:12]. The catalyst class is: 101. (3) Reactant: [CH3:1][O:2][C:3]([C:5]1[O:6][C:7]([CH3:22])=[C:8]([CH2:10][O:11][Si](C(C)C)(C(C)C)C(C)C)[CH:9]=1)=[O:4].[F-].C([N+](CCCC)(CCCC)CCCC)CCC. Product: [CH3:1][O:2][C:3]([C:5]1[O:6][C:7]([CH3:22])=[C:8]([CH2:10][OH:11])[CH:9]=1)=[O:4]. The catalyst class is: 7. (4) Product: [CH3:1][N:2]1[C:6]2[CH:7]=[CH:8][CH:9]=[CH:10][C:5]=2[N:4]([CH2:22][C:23]2[CH:28]=[CH:27][CH:26]=[C:25]([C:29]([F:30])([F:31])[F:32])[CH:24]=2)[C:3]1=[N:11][S:12]([C:15]1[CH:20]=[CH:19][CH:18]=[CH:17][CH:16]=1)(=[O:13])=[O:14]. Reactant: [CH3:1][N:2]1[C:6]2[CH:7]=[CH:8][CH:9]=[CH:10][C:5]=2[N:4]=[C:3]1[NH:11][S:12]([C:15]1[CH:20]=[CH:19][CH:18]=[CH:17][CH:16]=1)(=[O:14])=[O:13].Br[CH2:22][C:23]1[CH:28]=[CH:27][CH:26]=[C:25]([C:29]([F:32])([F:31])[F:30])[CH:24]=1.C(=O)([O-])[O-].[K+].[K+]. The catalyst class is: 31. (5) Reactant: [OH-].[Na+].[F:3][C:4]([CH3:33])([CH3:32])[CH2:5][N:6]1[C@H:18]([CH3:19])[CH2:17][C:16]2[C:15]3[C:10](=[CH:11][CH:12]=[CH:13][CH:14]=3)[NH:9][C:8]=2[C@H:7]1[C:20]1[CH:25]=[CH:24][C:23](/[CH:26]=[CH:27]/[C:28]([O:30]C)=[O:29])=[CH:22][CH:21]=1. Product: [F:3][C:4]([CH3:32])([CH3:33])[CH2:5][N:6]1[C@H:18]([CH3:19])[CH2:17][C:16]2[C:15]3[C:10](=[CH:11][CH:12]=[CH:13][CH:14]=3)[NH:9][C:8]=2[C@H:7]1[C:20]1[CH:21]=[CH:22][C:23](/[CH:26]=[CH:27]/[C:28]([OH:30])=[O:29])=[CH:24][CH:25]=1. The catalyst class is: 5. (6) Reactant: [N:1]1([CH2:10][CH2:11][CH2:12][CH2:13][CH2:14][CH2:15][CH2:16][CH2:17][NH:18][C:19](=[O:44])[C:20]2[CH:25]=[C:24]([C:26]3[CH:31]=[CH:30][CH:29]=[C:28]([Cl:32])[CH:27]=3)[C:23]([O:33][CH2:34][CH2:35][OH:36])=[C:22]([C:37]3[CH:42]=[CH:41][CH:40]=[C:39]([Cl:43])[CH:38]=3)[CH:21]=2)[C:9]2[C:4](=[CH:5][CH:6]=[CH:7][CH:8]=2)[CH:3]=[CH:2]1.[H-].[Na+].[CH3:47][O:48][C:49](=[O:52])[CH2:50]Br.C1OCCOCCOCCOCCOC1. Product: [Cl:32][C:28]1[CH:27]=[C:26]([C:24]2[CH:25]=[C:20]([C:19](=[O:44])[NH:18][CH2:17][CH2:16][CH2:15][CH2:14][CH2:13][CH2:12][CH2:11][CH2:10][N:1]3[C:9]4[C:4](=[CH:5][CH:6]=[CH:7][CH:8]=4)[CH:3]=[CH:2]3)[CH:21]=[C:22]([C:37]3[CH:42]=[CH:41][CH:40]=[C:39]([Cl:43])[CH:38]=3)[C:23]=2[O:33][CH2:34][CH2:35][O:36][CH2:50][C:49]([O:48][CH3:47])=[O:52])[CH:31]=[CH:30][CH:29]=1. The catalyst class is: 1. (7) Reactant: [CH3:1][O:2][C:3](=[O:31])[CH2:4][CH2:5][CH2:6][CH2:7][CH2:8][CH2:9][C:10](=[O:30])[NH:11][C:12]1[CH:17]=[CH:16][CH:15]=[CH:14][C:13]=1[S:18](=[O:29])(=[O:28])[NH:19][C:20]([C@@:22]1([NH2:27])[CH2:24][C@H:23]1[CH:25]=[CH2:26])=[O:21].[C:32]([O:36][C:37]([N:39]1[CH2:43][C@H:42]([O:44][C:45]2[C:54]3[C:49](=[CH:50][C:51]([O:55][CH3:56])=[CH:52][CH:53]=3)[N:48]=[C:47]([C:57]3[CH:62]=[CH:61][CH:60]=[CH:59][CH:58]=3)[CH:46]=2)[CH2:41][C@H:40]1[C:63](O)=[O:64])=[O:38])([CH3:35])([CH3:34])[CH3:33].CN(C(ON1N=NC2C=CC=CC1=2)=[N+](C)C)C.F[P-](F)(F)(F)(F)F.CCN(C(C)C)C(C)C. Product: [C:32]([O:36][C:37]([N:39]1[CH2:43][C@H:42]([O:44][C:45]2[C:54]3[C:49](=[CH:50][C:51]([O:55][CH3:56])=[CH:52][CH:53]=3)[N:48]=[C:47]([C:57]3[CH:58]=[CH:59][CH:60]=[CH:61][CH:62]=3)[CH:46]=2)[CH2:41][C@H:40]1[C:63](=[O:64])[NH:27][C@:22]1([C:20]([NH:19][S:18]([C:13]2[CH:14]=[CH:15][CH:16]=[CH:17][C:12]=2[NH:11][C:10](=[O:30])[CH2:9][CH2:8][CH2:7][CH2:6][CH2:5][CH2:4][C:3]([O:2][CH3:1])=[O:31])(=[O:29])=[O:28])=[O:21])[CH2:24][C@H:23]1[CH:25]=[CH2:26])=[O:38])([CH3:34])([CH3:35])[CH3:33]. The catalyst class is: 3.